Binary Classification. Given a drug SMILES string, predict its activity (active/inactive) in a high-throughput screening assay against a specified biological target. From a dataset of Cav3 T-type calcium channel HTS with 100,875 compounds. (1) The molecule is O=C(Nc1c(cc(cc1C)C)C)c1c(CCc2ccccc2)cccc1. The result is 0 (inactive). (2) The drug is [nH]1c(nc2c1cccc2)/C(=C\C1CCC=CC1)C#N. The result is 0 (inactive).